From a dataset of Full USPTO retrosynthesis dataset with 1.9M reactions from patents (1976-2016). Predict the reactants needed to synthesize the given product. Given the product [C:18]([Si:21]([O:11][CH2:10][CH2:9][C:4]1[CH:3]=[C:2]([F:1])[CH:7]=[C:6]([F:8])[CH:5]=1)([CH3:23])[CH3:22])([CH3:20])([CH3:19])[CH3:17], predict the reactants needed to synthesize it. The reactants are: [F:1][C:2]1[CH:3]=[C:4]([CH2:9][CH2:10][OH:11])[CH:5]=[C:6]([F:8])[CH:7]=1.N1C=CN=C1.[CH3:17][C:18]([Si:21](Cl)([CH3:23])[CH3:22])([CH3:20])[CH3:19].